The task is: Predict the reaction yield, written as a fraction of the theoretical maximum amount of product (1.0 means a 100% yield; for example, 0.34 means a 34% yield).. This data is from Reaction yield outcomes from USPTO patents with 853,638 reactions. (1) The reactants are Br[C:2]1[CH:3]=[C:4]([N+:21]([O-:23])=[O:22])[C:5]2[N:9]=[C:8]([CH3:10])[N:7]([CH2:11][C:12]3[CH:17]=[CH:16][CH:15]=[C:14]([Cl:18])[C:13]=3[Cl:19])[C:6]=2[CH:20]=1.[NH:24]1[CH2:29][CH2:28][O:27][CH2:26][CH2:25]1.C([O-])([O-])=O.[Cs+].[Cs+].CC(C1C=C(C(C)C)C(C2C=CC=CC=2P(C2CCCCC2)C2CCCCC2)=C(C(C)C)C=1)C. The catalyst is O1CCOCC1.C1C=CC(/C=C/C(/C=C/C2C=CC=CC=2)=O)=CC=1.C1C=CC(/C=C/C(/C=C/C2C=CC=CC=2)=O)=CC=1.C1C=CC(/C=C/C(/C=C/C2C=CC=CC=2)=O)=CC=1.[Pd].[Pd]. The product is [Cl:19][C:13]1[C:14]([Cl:18])=[CH:15][CH:16]=[CH:17][C:12]=1[CH2:11][N:7]1[C:6]2[CH:20]=[C:2]([N:24]3[CH2:29][CH2:28][O:27][CH2:26][CH2:25]3)[CH:3]=[C:4]([N+:21]([O-:23])=[O:22])[C:5]=2[N:9]=[C:8]1[CH3:10]. The yield is 0.480. (2) The reactants are [NH2:1][C:2]1[C:11]2[C:6](=[C:7](Br)[CH:8]=[CH:9][CH:10]=2)[N:5]=[N:4][C:3]=1[C:13]([NH:15][CH2:16][CH2:17][CH3:18])=[O:14].[F:19][C:20]1[CH:21]=[C:22](B(O)O)[CH:23]=[C:24]([F:26])[CH:25]=1. The catalyst is [Pd](Cl)Cl.C1(P(C2C=CC=CC=2)C2C=CC=CC=2)C=CC=CC=1.C1(P(C2C=CC=CC=2)C2C=CC=CC=2)C=CC=CC=1. The product is [NH2:1][C:2]1[C:11]2[C:6](=[C:7]([C:22]3[CH:21]=[C:20]([F:19])[CH:25]=[C:24]([F:26])[CH:23]=3)[CH:8]=[CH:9][CH:10]=2)[N:5]=[N:4][C:3]=1[C:13]([NH:15][CH2:16][CH2:17][CH3:18])=[O:14]. The yield is 0.897. (3) The reactants are C(N(CC)CC)C.[C:8]([C:10]1([OH:15])[CH2:14][CH2:13][CH2:12][CH2:11]1)#[CH:9].[CH2:16]([C:18]([C:29]1[CH:34]=[CH:33][C:32](OS(C(F)(F)F)(=O)=O)=[C:31]([CH3:43])[CH:30]=1)([C:21]1[CH:26]=[CH:25][C:24]([OH:27])=[C:23]([CH3:28])[CH:22]=1)[CH2:19][CH3:20])[CH3:17].C(OCC)(=O)C. The catalyst is C(#N)C.C1C=CC([P]([Pd]([P](C2C=CC=CC=2)(C2C=CC=CC=2)C2C=CC=CC=2)([P](C2C=CC=CC=2)(C2C=CC=CC=2)C2C=CC=CC=2)[P](C2C=CC=CC=2)(C2C=CC=CC=2)C2C=CC=CC=2)(C2C=CC=CC=2)C2C=CC=CC=2)=CC=1. The product is [CH2:16]([C:18]([C:21]1[CH:26]=[CH:25][C:24]([OH:27])=[C:23]([CH3:28])[CH:22]=1)([C:29]1[CH:34]=[CH:33][C:32]([C:9]#[C:8][C:10]2([OH:15])[CH2:14][CH2:13][CH2:12][CH2:11]2)=[C:31]([CH3:43])[CH:30]=1)[CH2:19][CH3:20])[CH3:17]. The yield is 0.640. (4) The reactants are [F:1][C:2]1[CH:7]=[C:6]([NH:8][CH2:9][C:10]2[CH:15]=[CH:14][C:13]([CH:16]([CH2:20][C:21]3[S:22][CH:23]=[C:24]([C:26]4[CH:31]=[CH:30][CH:29]=[CH:28][CH:27]=4)[N:25]=3)[CH2:17][CH2:18][CH3:19])=[CH:12][CH:11]=2)[CH:5]=[CH:4][C:3]=1[CH2:32][CH2:33][C:34]([O:36]CC)=[O:35].O1CCCC1.O.[OH-].[Li+].Cl. The catalyst is C(O)C.O. The product is [F:1][C:2]1[CH:7]=[C:6]([NH:8][CH2:9][C:10]2[CH:11]=[CH:12][C:13]([CH:16]([CH2:20][C:21]3[S:22][CH:23]=[C:24]([C:26]4[CH:27]=[CH:28][CH:29]=[CH:30][CH:31]=4)[N:25]=3)[CH2:17][CH2:18][CH3:19])=[CH:14][CH:15]=2)[CH:5]=[CH:4][C:3]=1[CH2:32][CH2:33][C:34]([OH:36])=[O:35]. The yield is 0.830. (5) The reactants are [O:1]1[C:6]2=[CH:7][CH:8]=[CH:9][C:5]2=[CH:4][CH:3]=[C:2]1[N:10]([C:35]1[CH:40]=[CH:39][CH:38]=[CH:37][CH:36]=1)[C:11]([CH:13]([N:24]([CH3:34])[C:25]1[CH:33]=[CH:32][C:28]([C:29](O)=[O:30])=[CH:27][CH:26]=1)[C:14]1[CH:19]=[CH:18][C:17]([C:20]([CH3:23])([CH3:22])[CH3:21])=[CH:16][CH:15]=1)=[O:12].C1C=CC2N(O)N=NC=2C=1.CCN=C=NCCCN(C)C.[NH2:62][CH2:63][CH2:64][S:65]([OH:68])(=[O:67])=[O:66].CCN(C(C)C)C(C)C. The catalyst is CN(C=O)C. The product is [O:1]1[C:6]2=[CH:7][CH:8]=[CH:9][C:5]2=[CH:4][CH:3]=[C:2]1[N:10]([C:35]1[CH:40]=[CH:39][CH:38]=[CH:37][CH:36]=1)[C:11]([CH:13]([N:24]([CH3:34])[C:25]1[CH:26]=[CH:27][C:28]([C:29]([NH:62][CH2:63][CH2:64][S:65]([OH:68])(=[O:67])=[O:66])=[O:30])=[CH:32][CH:33]=1)[C:14]1[CH:15]=[CH:16][C:17]([C:20]([CH3:23])([CH3:22])[CH3:21])=[CH:18][CH:19]=1)=[O:12]. The yield is 0.390. (6) The yield is 0.970. The reactants are Cl[C:2]1[N:7]=[C:6]([N:8]2[C:16]3[C:11](=[C:12]([O:17][CH2:18][CH2:19][CH2:20][S:21]([CH3:24])(=[O:23])=[O:22])[CH:13]=[CH:14][CH:15]=3)[CH:10]=[CH:9]2)[CH:5]=[CH:4][N:3]=1.Cl.[CH2:26]([O:28][C:29]([CH:31]1[CH2:36][CH2:35][CH:34]([NH2:37])[CH2:33][CH2:32]1)=[O:30])C.C([O-])([O-])=O.[K+].[K+].O. The catalyst is CN1C(=O)CCC1. The product is [CH3:26][O:28][C:29]([CH:31]1[CH2:36][CH2:35][CH:34]([NH:37][C:2]2[N:7]=[C:6]([N:8]3[C:16]4[C:11](=[C:12]([O:17][CH2:18][CH2:19][CH2:20][S:21]([CH3:24])(=[O:23])=[O:22])[CH:13]=[CH:14][CH:15]=4)[CH:10]=[CH:9]3)[CH:5]=[CH:4][N:3]=2)[CH2:33][CH2:32]1)=[O:30].